Predict the reactants needed to synthesize the given product. From a dataset of Retrosynthesis with 50K atom-mapped reactions and 10 reaction types from USPTO. (1) Given the product CCc1ccc(-n2c(Cl)c(C=O)c3ccccc32)cc1, predict the reactants needed to synthesize it. The reactants are: CCc1ccc(B(O)O)cc1.O=Cc1c(Cl)[nH]c2ccccc12. (2) The reactants are: COc1cc2c(c(Cl)c1Cl)C(=O)C(C)(C(C)C)C2. Given the product CC(C)C1(C)Cc2cc(O)c(Cl)c(Cl)c2C1=O, predict the reactants needed to synthesize it.